Dataset: Full USPTO retrosynthesis dataset with 1.9M reactions from patents (1976-2016). Task: Predict the reactants needed to synthesize the given product. (1) The reactants are: [C:1]([O:5][C:6]([N:8]1[CH2:12][CH2:11][CH:10]([C:13]([OH:15])=O)[CH2:9]1)=[O:7])([CH3:4])([CH3:3])[CH3:2].Cl.Cl.[CH3:18]N(C)CCCN=C=NCC.[OH:29][N:30]1[C:34]2C=CC=CC=2N=N1.C(N(C(C)C)CC)(C)C. Given the product [C:1]([O:5][C:6]([N:8]1[CH2:12][CH2:11][CH:10]([C:13](=[O:15])[N:30]([O:29][CH3:18])[CH3:34])[CH2:9]1)=[O:7])([CH3:2])([CH3:3])[CH3:4], predict the reactants needed to synthesize it. (2) Given the product [Br:1][C:2]1[C:3]([CH:12]([O:17][C:3]([CH3:12])([CH3:4])[CH3:2])[C:13]([O:15][CH3:16])=[O:14])=[C:4]([C:8]([F:9])([F:11])[F:10])[S:5][C:6]=1[Cl:7], predict the reactants needed to synthesize it. The reactants are: [Br:1][C:2]1[C:3]([CH:12]([OH:17])[C:13]([O:15][CH3:16])=[O:14])=[C:4]([C:8]([F:11])([F:10])[F:9])[S:5][C:6]=1[Cl:7].S(=O)(=O)(O)O. (3) Given the product [CH:1]1([C@H:4]2[C@H:5]([CH2:16][OH:17])[CH2:6][N:7]([C:9]([O:11][C:12]([CH3:15])([CH3:14])[CH3:13])=[O:10])[CH2:8]2)[CH2:2][CH2:3]1, predict the reactants needed to synthesize it. The reactants are: [CH:1]1([C@@H:4]2[CH2:8][N:7]([C:9]([O:11][C:12]([CH3:15])([CH3:14])[CH3:13])=[O:10])[CH2:6][C@H:5]2[C:16](OCC)=[O:17])[CH2:3][CH2:2]1.[Li+].[BH4-]. (4) Given the product [Br:1][C:2]1[CH:3]=[CH:4][C:5](=[O:8])[N:6]([CH:17]2[CH2:18][CH2:19]2)[CH:7]=1, predict the reactants needed to synthesize it. The reactants are: [Br:1][C:2]1[CH:3]=[CH:4][C:5]([OH:8])=[N:6][CH:7]=1.C1C=CN=C(C2C=[CH:17][CH:18]=[CH:19]N=2)C=1.C1(B(O)O)CC1.C([O-])([O-])=O.[Na+].[Na+]. (5) Given the product [Cl:1][C:2]1[CH:7]=[CH:6][CH:5]=[CH:4][C:3]=1[N:8]1[C:12]([C:13]2[S:14][C:15]([C:18]3[CH:23]=[CH:22][CH:21]=[C:20]([S:24]([CH3:27])(=[O:26])=[O:25])[CH:19]=3)=[CH:16][CH:17]=2)=[CH:11][C:10]([C:28]([NH:33][CH2:37][CH3:36])=[O:29])=[N:9]1, predict the reactants needed to synthesize it. The reactants are: [Cl:1][C:2]1[CH:7]=[CH:6][CH:5]=[CH:4][C:3]=1[N:8]1[C:12]([C:13]2[S:14][C:15]([C:18]3[CH:23]=[CH:22][CH:21]=[C:20]([S:24]([CH3:27])(=[O:26])=[O:25])[CH:19]=3)=[CH:16][CH:17]=2)=[CH:11][C:10]([C:28](O)=[O:29])=[N:9]1.C(N1C=CN=C1)([N:33]1[CH:37]=[CH:36]N=C1)=O.C(N)C.C1COCC1. (6) Given the product [Cl:1][C:2]1[N:7]=[C:6]([C:8]2[S:12][C:11]([N:13]3[CH2:14][CH2:15][O:16][CH2:17][CH2:18]3)=[N:10][C:9]=2[C:19]2[C:20]([F:27])=[C:21]([NH:22][S:36]([C:30]3[C:31]([F:35])=[CH:32][CH:33]=[CH:34][C:29]=3[F:28])(=[O:38])=[O:37])[CH:23]=[CH:24][C:25]=2[F:26])[CH:5]=[CH:4][N:3]=1, predict the reactants needed to synthesize it. The reactants are: [Cl:1][C:2]1[N:7]=[C:6]([C:8]2[S:12][C:11]([N:13]3[CH2:18][CH2:17][O:16][CH2:15][CH2:14]3)=[N:10][C:9]=2[C:19]2[C:20]([F:27])=[C:21]([CH:23]=[CH:24][C:25]=2[F:26])[NH2:22])[CH:5]=[CH:4][N:3]=1.[F:28][C:29]1[CH:34]=[CH:33][CH:32]=[C:31]([F:35])[C:30]=1[S:36](Cl)(=[O:38])=[O:37].